Dataset: Retrosynthesis with 50K atom-mapped reactions and 10 reaction types from USPTO. Task: Predict the reactants needed to synthesize the given product. (1) Given the product Cc1nc(Cl)ncc1O, predict the reactants needed to synthesize it. The reactants are: COc1cnc(Cl)nc1C. (2) Given the product N#Cc1ccc(N2CCC(C(=O)O)CC2)cn1, predict the reactants needed to synthesize it. The reactants are: CCOC(=O)C1CCN(c2ccc(C#N)nc2)CC1. (3) Given the product CN(C)CCNC(=O)O[C@@H]1CCCN(c2nc3cc(C(=O)Nc4nc(C(C)(C)C)cs4)ccn3c(=O)c2/C=C/C(=O)O)C1, predict the reactants needed to synthesize it. The reactants are: CN(C)CCNC(=O)O[C@@H]1CCCN(c2nc3cc(C(=O)Nc4nc(C(C)(C)C)cs4)ccn3c(=O)c2/C=C/C(=O)OC(C)(C)C)C1. (4) The reactants are: O=C1CCN(S(=O)(=O)c2ccccc2)CC1.OCCC1CCCCN1. Given the product O=S(=O)(c1ccccc1)N1CCC(N2CCCCC2CCO)CC1, predict the reactants needed to synthesize it. (5) Given the product OCC1CCCC(N(Cc2ccccc2)Cc2ccccc2)C1, predict the reactants needed to synthesize it. The reactants are: COC(=O)C1CCCC(N(Cc2ccccc2)Cc2ccccc2)C1. (6) Given the product O=C(NO)c1cnc(N2CCN(S(=O)(=O)c3cccs3)CC2)s1, predict the reactants needed to synthesize it. The reactants are: COC(=O)c1cnc(N2CCN(S(=O)(=O)c3cccs3)CC2)s1.NO.